Dataset: Catalyst prediction with 721,799 reactions and 888 catalyst types from USPTO. Task: Predict which catalyst facilitates the given reaction. Reactant: [CH2:1]([OH:19])[CH2:2][CH2:3][CH2:4][CH2:5][CH2:6][CH2:7][CH2:8]/[CH:9]=[CH:10]\[CH2:11]/[CH:12]=[CH:13]\[CH2:14][CH2:15][CH2:16][CH2:17][CH3:18].[Cr](Cl)([O-])(=O)=O.[NH+]1C=CC=CC=1.C([O-])([O-])=O.[Na+].[Na+]. Product: [CH:1](=[O:19])[CH2:2][CH2:3][CH2:4][CH2:5][CH2:6][CH2:7][CH2:8]/[CH:9]=[CH:10]\[CH2:11]/[CH:12]=[CH:13]\[CH2:14][CH2:15][CH2:16][CH2:17][CH3:18]. The catalyst class is: 91.